Dataset: Full USPTO retrosynthesis dataset with 1.9M reactions from patents (1976-2016). Task: Predict the reactants needed to synthesize the given product. (1) Given the product [F:12][C:13]1[CH:14]=[C:15]([C:23]2[CH:28]=[CH:27][C:26]([N:29]3[C:38]4[C:33](=[CH:34][C:35]([S:39]([NH:7][C:2]5[CH:3]=[N:4][CH:5]=[CH:6][N:1]=5)(=[O:40])=[O:41])=[CH:36][CH:37]=4)[CH:32]=[CH:31][C:30]3=[O:54])=[C:25]([O:55][CH3:56])[CH:24]=2)[CH:16]=[C:17]([C:19]([F:20])([F:21])[F:22])[CH:18]=1, predict the reactants needed to synthesize it. The reactants are: [N:1]1[CH:6]=[CH:5][N:4]=[CH:3][C:2]=1[NH2:7].CS(C)=O.[F:12][C:13]1[CH:14]=[C:15]([C:23]2[CH:28]=[CH:27][C:26]([N:29]3[C:38]4[C:33](=[CH:34][C:35]([S:39](OC5C(F)=C(F)C(F)=C(F)C=5F)(=[O:41])=[O:40])=[CH:36][CH:37]=4)[CH:32]=[CH:31][C:30]3=[O:54])=[C:25]([O:55][CH3:56])[CH:24]=2)[CH:16]=[C:17]([C:19]([F:22])([F:21])[F:20])[CH:18]=1.C[Si]([N-][Si](C)(C)C)(C)C.[Li+]. (2) Given the product [OH2:11].[CH2:12]([O:11][C:9]1[CH:8]=[CH:7][C:5]2[NH:6][C:2]([S:1][CH2:16][C:17]3[CH:23]=[CH:22][CH:21]=[CH:20][C:18]=3[NH2:19])=[N:3][C:4]=2[CH:10]=1)[CH3:13], predict the reactants needed to synthesize it. The reactants are: [SH:1][C:2]1[NH:3][C:4]2[CH:10]=[C:9]([O:11][CH2:12][CH3:13])[CH:8]=[CH:7][C:5]=2[N:6]=1.Cl.Cl[CH2:16][C:17]1[CH:23]=[CH:22][CH:21]=[CH:20][C:18]=1[NH2:19]. (3) Given the product [C:17]([C:21]1[N:26]=[CH:25][C:24]([O:1][CH2:2][C@H:3]2[O:16][C:6]3=[N:7][C:8]4[CH:13]=[C:12]([C:14]#[N:15])[CH:11]=[CH:10][C:9]=4[N:5]3[CH2:4]2)=[CH:23][CH:22]=1)([CH3:20])([CH3:19])[CH3:18], predict the reactants needed to synthesize it. The reactants are: [OH:1][CH2:2][C@H:3]1[O:16][C:6]2=[N:7][C:8]3[CH:13]=[C:12]([C:14]#[N:15])[CH:11]=[CH:10][C:9]=3[N:5]2[CH2:4]1.[C:17]([C:21]1[N:26]=[CH:25][C:24](O)=[CH:23][CH:22]=1)([CH3:20])([CH3:19])[CH3:18].C1(P(C2C=CC=CC=2)C2C=CC=CC=2)C=CC=CC=1.CC(OC(/N=N/C(OC(C)C)=O)=O)C. (4) Given the product [CH:26]1[C:27]2[C:22](=[CH:21][CH:20]=[CH:19][CH:18]=2)[CH:23]=[CH:24][C:25]=1[C:2]1[CH:7]=[C:6]([C:8]2[CH:17]=[CH:16][C:15]3[C:10](=[CH:11][CH:12]=[CH:13][CH:14]=3)[CH:9]=2)[N:5]=[CH:4][N:3]=1, predict the reactants needed to synthesize it. The reactants are: Cl[C:2]1[CH:7]=[C:6]([C:8]2[CH:17]=[CH:16][C:15]3[C:10](=[CH:11][CH:12]=[CH:13][CH:14]=3)[CH:9]=2)[N:5]=[CH:4][N:3]=1.[CH:18]1[C:27]2[C:22](=[CH:23][CH:24]=[CH:25][CH:26]=2)[CH:21]=[CH:20][C:19]=1B(O)O.C(=O)([O-])[O-].[Na+].[Na+]. (5) Given the product [CH2:34]([O:33][C:29]([C:30]1[N:14]=[N:13][N:12]([C:10]2[CH:9]=[CH:8][C:7]3[N:3]([CH2:1][CH3:2])[C:4]([CH2:15][N:16]4[CH:20]=[CH:19][N:18]=[C:17]4[C:21]4[CH:26]=[C:25]([F:27])[CH:24]=[CH:23][C:22]=4[F:28])=[N:5][C:6]=3[CH:11]=2)[CH:31]=1)=[O:32])[CH3:35], predict the reactants needed to synthesize it. The reactants are: [CH2:1]([N:3]1[C:7]2[CH:8]=[CH:9][C:10]([N:12]=[N+:13]=[N-:14])=[CH:11][C:6]=2[N:5]=[C:4]1[CH2:15][N:16]1[CH:20]=[CH:19][N:18]=[C:17]1[C:21]1[CH:26]=[C:25]([F:27])[CH:24]=[CH:23][C:22]=1[F:28])[CH3:2].[C:29]([O:33][CH2:34][CH3:35])(=[O:32])[C:30]#[CH:31].